Dataset: Full USPTO retrosynthesis dataset with 1.9M reactions from patents (1976-2016). Task: Predict the reactants needed to synthesize the given product. (1) The reactants are: CCCCCC[CH2:7][CH2:8][CH2:9][CH2:10][CH2:11][CH2:12][CH3:13].CO[C:16]1[CH:17]=[C:18]2[C:23](=[CH:24][CH:25]=1)[CH2:22][CH2:21][CH2:20][CH2:19]2.C1(C)C(C2C(C)=CC=CC=2)=CC=CC=1. Given the product [CH3:13][C:12]1[CH:7]=[CH:8][C:9]([C:16]2[CH:17]=[C:18]3[C:23](=[CH:24][CH:25]=2)[CH2:22][CH2:21][CH2:20][CH2:19]3)=[CH:10][CH:11]=1, predict the reactants needed to synthesize it. (2) Given the product [C:1]([O:5][C:6]([C:8]1[C:16]2[CH2:15][CH:14]([CH2:17][NH2:18])[O:13][CH2:12][C:11]=2[S:10][C:9]=1[NH2:29])=[O:7])([CH3:4])([CH3:2])[CH3:3], predict the reactants needed to synthesize it. The reactants are: [C:1]([O:5][C:6]([C:8]1[C:16]2[CH2:15][CH:14]([CH2:17][N:18]3C(=O)C4C(=CC=CC=4)C3=O)[O:13][CH2:12][C:11]=2[S:10][C:9]=1[NH2:29])=[O:7])([CH3:4])([CH3:3])[CH3:2].NN.